Dataset: Catalyst prediction with 721,799 reactions and 888 catalyst types from USPTO. Task: Predict which catalyst facilitates the given reaction. Reactant: [CH2:1]([NH:3][C:4](=[O:28])[C:5]1[CH:10]=[C:9]([C:11]2[CH:19]=[C:18]3[C:14]([C:15]([C:20]4[CH2:21][CH2:22][NH:23][CH2:24][CH:25]=4)=[N:16][NH:17]3)=[CH:13][CH:12]=2)[C:8]([CH3:26])=[C:7]([F:27])[CH:6]=1)[CH3:2].C([O-])=O.[NH4+]. Product: [CH2:1]([NH:3][C:4](=[O:28])[C:5]1[CH:10]=[C:9]([C:11]2[CH:19]=[C:18]3[C:14]([C:15]([CH:20]4[CH2:21][CH2:22][NH:23][CH2:24][CH2:25]4)=[N:16][NH:17]3)=[CH:13][CH:12]=2)[C:8]([CH3:26])=[C:7]([F:27])[CH:6]=1)[CH3:2]. The catalyst class is: 63.